From a dataset of Full USPTO retrosynthesis dataset with 1.9M reactions from patents (1976-2016). Predict the reactants needed to synthesize the given product. Given the product [CH3:17][NH:18][C:19]([C:21]1[S:22][CH:23]=[C:24]([CH3:35])[C:25]=1[NH:26][C:27]1[C:32]([Cl:33])=[CH:31][N:30]=[C:29]([NH:16][C:13]2[CH:14]=[CH:15][C:8]3[CH2:7][CH2:6][N:5]([CH2:4][CH2:3][O:2][CH3:1])[CH2:11][CH2:10][C:9]=3[CH:12]=2)[N:28]=1)=[O:20], predict the reactants needed to synthesize it. The reactants are: [CH3:1][O:2][CH2:3][CH2:4][N:5]1[CH2:11][CH2:10][C:9]2[CH:12]=[C:13]([NH2:16])[CH:14]=[CH:15][C:8]=2[CH2:7][CH2:6]1.[CH3:17][NH:18][C:19]([C:21]1[S:22][CH:23]=[C:24]([CH3:35])[C:25]=1[NH:26][C:27]1[C:32]([Cl:33])=[CH:31][N:30]=[C:29](Cl)[N:28]=1)=[O:20].